From a dataset of Peptide-MHC class II binding affinity with 134,281 pairs from IEDB. Regression. Given a peptide amino acid sequence and an MHC pseudo amino acid sequence, predict their binding affinity value. This is MHC class II binding data. (1) The peptide sequence is KLIADSIDFNQVAQV. The MHC is DRB1_0802 with pseudo-sequence DRB1_0802. The binding affinity (normalized) is 0.308. (2) The peptide sequence is AAPLSWSKDIYNYME. The MHC is HLA-DPA10103-DPB10201 with pseudo-sequence HLA-DPA10103-DPB10201. The binding affinity (normalized) is 0.264. (3) The peptide sequence is GTKTEAEDVIPEGWK. The MHC is HLA-DPA10103-DPB10301 with pseudo-sequence HLA-DPA10103-DPB10301. The binding affinity (normalized) is 0. (4) The peptide sequence is EAIIRILQQLLFIHFRIGCQHSR. The MHC is DRB1_1201 with pseudo-sequence DRB1_1201. The binding affinity (normalized) is 0.377.